Dataset: Forward reaction prediction with 1.9M reactions from USPTO patents (1976-2016). Task: Predict the product of the given reaction. (1) The product is: [CH3:16][CH2:15][CH2:14][CH2:13][CH2:12][CH2:11][CH2:10][CH2:9][CH2:8][CH2:7][CH2:6][CH2:5][CH2:4][CH2:3][CH2:2][C:1]([O:18][CH2:19][C@@H:20]([OH:21])[CH2:23][O:24][P:25]([O:28][CH2:29][CH2:30][N+:31]([CH3:32])([CH3:34])[CH3:33])([O-:27])=[O:26])=[O:17].[CH3:35][CH2:36][C:37]1[C:38]([CH3:74])=[C:39]2[NH:56][C:55]=1[CH:54]=[C:53]1[C:57]([CH3:62])=[C:58]3[C:59]([CH2:61][C:50]([C:51]3=[N:52]1)=[C:49]1[C@@H:63]([CH2:66][CH2:67][C:68]([OH:70])=[O:69])[C@H:64]([CH3:65])[C:47]([NH:48]1)=[CH:46][C:44]1=[N:45][C:41]([C:42]([CH:72]=[CH2:73])=[C:43]1[CH3:71])=[CH:40]2)=[O:60]. Given the reactants [C:1]([O:18][CH2:19][C@H:20]([CH2:23][O:24][P:25]([O:28][CH2:29][CH2:30][N+:31]([CH3:34])([CH3:33])[CH3:32])([OH:27])=[O:26])[O:21]O)(=[O:17])[CH2:2][CH2:3][CH2:4][CH2:5][CH2:6][CH2:7][CH2:8][CH2:9][CH2:10][CH2:11][CH2:12][CH2:13][CH2:14][CH2:15][CH3:16].[CH3:35][CH2:36][C:37]1[C:55]2=[N:56][C:39](=[CH:40][C:41]3[NH:45][C:44]([CH:46]=[C:47]4[C@@H:64]([CH3:65])[C@H:63]([CH2:66][CH2:67][C:68]([OH:70])=[O:69])[C:49]([C:50]5[CH2:61][C:59](=[O:60])[C:58]6[C:51]=5[NH:52][C:53]([C:57]=6[CH3:62])=[CH:54]2)=[N:48]4)=[C:43]([CH3:71])[C:42]=3[CH:72]=[CH2:73])[C:38]=1[CH3:74].C(Cl)CCl, predict the reaction product. (2) Given the reactants I[C:2]1[N:3]=[C:4]([CH3:26])[N:5](C(C2C=CC=CC=2)(C2C=CC=CC=2)C2C=CC=CC=2)[CH:6]=1.[N+:27]([C:30]1[CH:39]=[CH:38][CH:37]=[C:36]2[C:31]=1[CH2:32][CH2:33][CH2:34][C:35]2=O)([O-:29])=[O:28].COC1C=CC([N+]([O-])=O)=C2C=1C(=O)CCC2, predict the reaction product. The product is: [CH3:26][C:4]1[NH:3][CH:2]=[C:6]([C:35]2[C:36]3[C:31](=[C:30]([N+:27]([O-:29])=[O:28])[CH:39]=[CH:38][CH:37]=3)[CH2:32][CH2:33][CH:34]=2)[N:5]=1. (3) Given the reactants [F:1][C:2]1[CH:7]=[CH:6][C:5]([CH2:8][CH2:9][C:10]2[C:19]3[C:14](=[CH:15][C:16]4[O:22][CH2:21][O:20][C:17]=4[CH:18]=3)[CH2:13][CH2:12][N:11]=2)=[CH:4][CH:3]=1.[BH4-].[Na+], predict the reaction product. The product is: [F:1][C:2]1[CH:7]=[CH:6][C:5]([CH2:8][CH2:9][CH:10]2[C:19]3[C:14](=[CH:15][C:16]4[O:22][CH2:21][O:20][C:17]=4[CH:18]=3)[CH2:13][CH2:12][NH:11]2)=[CH:4][CH:3]=1. (4) Given the reactants [CH:1]1[CH:2]=[CH:3][C:4]2[C:5](=[CH:7][N:8]=[N:9][C:10]=2NN)[CH:6]=1.Cl.C1C=CC2C(=CN=NC=2O)C=1.P(Cl)(Cl)([Cl:27])=O, predict the reaction product. The product is: [Cl:27][C:10]1[C:4]2[C:5](=[CH:6][CH:1]=[CH:2][CH:3]=2)[CH:7]=[N:8][N:9]=1. (5) Given the reactants [OH:1][C:2]1[CH:11]=[C:10]2[C:5]([CH2:6][CH:7]([C:12]([O:14][C:15]([CH3:18])([CH3:17])[CH3:16])=[O:13])[CH2:8][O:9]2)=[CH:4][CH:3]=1.C([O-])([O-])=O.[K+].[K+].CS(O[CH2:30][CH2:31][CH2:32][C:33]1[N:34]=[C:35]([C:39]2[CH:44]=[CH:43][CH:42]=[CH:41][CH:40]=2)[O:36][C:37]=1[CH3:38])(=O)=O, predict the reaction product. The product is: [C:15]([O:14][C:12]([CH:7]1[CH2:6][C:5]2[C:10](=[CH:11][C:2]([O:1][CH2:30][CH2:31][CH2:32][C:33]3[N:34]=[C:35]([C:39]4[CH:44]=[CH:43][CH:42]=[CH:41][CH:40]=4)[O:36][C:37]=3[CH3:38])=[CH:3][CH:4]=2)[O:9][CH2:8]1)=[O:13])([CH3:18])([CH3:17])[CH3:16]. (6) Given the reactants [N:1]1[CH:6]=[CH:5][CH:4]=[CH:3][C:2]=1[CH2:7][O:8][C:9]1[CH:19]=[CH:18][C:12]([C:13]([O:15]CC)=[O:14])=[CH:11][CH:10]=1.[OH-].[Na+], predict the reaction product. The product is: [N:1]1[CH:6]=[CH:5][CH:4]=[CH:3][C:2]=1[CH2:7][O:8][C:9]1[CH:19]=[CH:18][C:12]([C:13]([OH:15])=[O:14])=[CH:11][CH:10]=1. (7) Given the reactants [N:1]1([S:7]([C:10]2[CH:15]=[CH:14][C:13]([CH2:16][C:17]([OH:19])=O)=[CH:12][CH:11]=2)(=[O:9])=[O:8])[CH2:6][CH2:5][CH2:4][CH2:3][CH2:2]1.CCN=C=NCCCN(C)C.Cl.[NH2:32][C:33]1[CH:38]=[C:37]([Cl:39])[CH:36]=[CH:35][C:34]=1[C:40]1[NH:44][C:43](=[O:45])[O:42][N:41]=1, predict the reaction product. The product is: [Cl:39][C:37]1[CH:36]=[CH:35][C:34]([C:40]2[NH:44][C:43](=[O:45])[O:42][N:41]=2)=[C:33]([NH:32][C:17](=[O:19])[CH2:16][C:13]2[CH:12]=[CH:11][C:10]([S:7]([N:1]3[CH2:2][CH2:3][CH2:4][CH2:5][CH2:6]3)(=[O:8])=[O:9])=[CH:15][CH:14]=2)[CH:38]=1.